From a dataset of Peptide-MHC class I binding affinity with 185,985 pairs from IEDB/IMGT. Regression. Given a peptide amino acid sequence and an MHC pseudo amino acid sequence, predict their binding affinity value. This is MHC class I binding data. (1) The peptide sequence is IFKNLTKPL. The binding affinity (normalized) is 0.0847. The MHC is HLA-B27:05 with pseudo-sequence HLA-B27:05. (2) The peptide sequence is SITEVECFL. The binding affinity (normalized) is 0.0107. The MHC is HLA-A32:01 with pseudo-sequence HLA-A32:01.